From a dataset of Forward reaction prediction with 1.9M reactions from USPTO patents (1976-2016). Predict the product of the given reaction. The product is: [F-:5].[CH2:19]([N+:10]([CH2:6][CH2:7][CH2:8][CH3:9])([CH2:11][CH2:12][CH2:13][CH3:14])[CH2:15][CH2:16][CH2:17][CH3:18])[CH2:20][CH2:21][CH3:22].[CH3:23][N:24]([CH:26]=[O:27])[CH3:25]. Given the reactants CC1CC=1.[F-:5].[CH2:6]([N+:10]([CH2:19][CH2:20][CH2:21][CH3:22])([CH2:15][CH2:16][CH2:17][CH3:18])[CH2:11][CH2:12][CH2:13][CH3:14])[CH2:7][CH2:8][CH3:9].[CH3:23][N:24]([CH:26]=[O:27])[CH3:25], predict the reaction product.